From a dataset of Forward reaction prediction with 1.9M reactions from USPTO patents (1976-2016). Predict the product of the given reaction. (1) Given the reactants Cl.[CH:2]1([CH2:5][O:6][C:7]2[CH:12]=[C:11]([O:13][CH3:14])[CH:10]=[CH:9][C:8]=2[C:15]2[C:16]3[NH:23][C:22]([CH3:24])=[C:21]([C:25]([NH:27][C@@H:28]4[CH2:32][CH2:31][NH:30][CH2:29]4)=[O:26])[C:17]=3[N:18]=[CH:19][N:20]=2)[CH2:4][CH2:3]1.[C:33](Cl)(=[O:36])[CH2:34][CH3:35], predict the reaction product. The product is: [CH:2]1([CH2:5][O:6][C:7]2[CH:12]=[C:11]([O:13][CH3:14])[CH:10]=[CH:9][C:8]=2[C:15]2[C:16]3[NH:23][C:22]([CH3:24])=[C:21]([C:25]([NH:27][C@@H:28]4[CH2:32][CH2:31][N:30]([C:33](=[O:36])[CH2:34][CH3:35])[CH2:29]4)=[O:26])[C:17]=3[N:18]=[CH:19][N:20]=2)[CH2:4][CH2:3]1. (2) Given the reactants Cl.Cl.[C:3]([C:7]1[CH:12]=[CH:11][CH:10]=[CH:9][C:8]=1[N:13]1[CH2:18][CH2:17][NH:16][CH2:15][CH2:14]1)([CH3:6])([CH3:5])[CH3:4].[CH3:19][C:20]1([CH3:27])[CH2:25][C:24](=[O:26])[O:23][C:21]1=[O:22].C(N(CC)CC)C.O1CCCC1, predict the reaction product. The product is: [C:3]([C:7]1[CH:12]=[CH:11][CH:10]=[CH:9][C:8]=1[N:13]1[CH2:18][CH2:17][N:16]([C:24](=[O:26])[CH2:25][C:20]([CH3:27])([CH3:19])[C:21]([OH:23])=[O:22])[CH2:15][CH2:14]1)([CH3:6])([CH3:4])[CH3:5]. (3) Given the reactants [CH3:1][CH2:2][C@@H:3]1[C:13]([CH3:14])=[N:12][N:11]=[C:10]([C:15]2[CH:16]=[CH:17][C:18]([O:23][CH3:24])=[C:19]([O:21][CH3:22])[CH:20]=2)[C:9]2[CH:8]=[C:7]([O:25][CH3:26])[C:6]([O:27][CH3:28])=[CH:5][C:4]1=2, predict the reaction product. The product is: [CH3:1][CH2:2][CH:3]1[C:13]([CH3:14])=[N:12][N:11]=[C:10]([C:15]2[CH:16]=[CH:17][C:18]([O:23][CH3:24])=[C:19]([O:21][CH3:22])[CH:20]=2)[C:9]2[CH:8]=[C:7]([O:25][CH3:26])[C:6]([O:27][CH3:28])=[CH:5][C:4]1=2. (4) The product is: [CH3:12][S:11][C:10]1[C:5]2[S:4][CH:3]=[C:2]([C:27]#[C:26][Si:28]([CH3:31])([CH3:30])[CH3:29])[C:6]=2[N:7]=[CH:8][N:9]=1. Given the reactants Br[C:2]1[C:6]2[N:7]=[CH:8][N:9]=[C:10]([S:11][CH3:12])[C:5]=2[S:4][CH:3]=1.C1(NC2CCCCC2)CCCCC1.[C:26]([Si:28]([CH3:31])([CH3:30])[CH3:29])#[CH:27].N#N, predict the reaction product. (5) Given the reactants [Br:1][C:2]1[CH:7]=[CH:6][C:5]([N+:8]([O-:10])=[O:9])=[CH:4][C:3]=1[NH:11][C:12](=[O:15])[CH2:13]Cl.[NH:16]1[CH2:21][CH2:20][O:19][CH2:18][CH2:17]1.C(N(CC)CC)C.[I-].[K+], predict the reaction product. The product is: [Br:1][C:2]1[CH:7]=[CH:6][C:5]([N+:8]([O-:10])=[O:9])=[CH:4][C:3]=1[NH:11][C:12](=[O:15])[CH2:13][N:16]1[CH2:21][CH2:20][O:19][CH2:18][CH2:17]1. (6) Given the reactants [CH2:1]([C:8]1[CH:16]=[C:15]([O:17][CH3:18])[CH:14]=[CH:13][C:9]=1[C:10]([OH:12])=O)[C:2]1[CH:7]=[CH:6][CH:5]=[CH:4][CH:3]=1.C[N:20]([CH:22]=O)C.[C:24](Cl)(=O)C(Cl)=O, predict the reaction product. The product is: [CH2:1]([C:8]1[CH:16]=[C:15]([O:17][CH3:18])[CH:14]=[CH:13][C:9]=1[C:10]([NH:20][CH2:22][CH3:24])=[O:12])[C:2]1[CH:3]=[CH:4][CH:5]=[CH:6][CH:7]=1.